Dataset: Forward reaction prediction with 1.9M reactions from USPTO patents (1976-2016). Task: Predict the product of the given reaction. (1) Given the reactants COC1C(OC)=C(OC)C=CC=1C(NCCN1C=C(C(O)=O)N=N1)=O.[F:26][C:27]1[CH:46]=[C:45]([C:47]([F:50])([F:49])[F:48])[CH:44]=[CH:43][C:28]=1[C:29]([NH:31][CH2:32][CH2:33][N:34]1[CH:38]=[C:37]([C:39]([O:41]C)=[O:40])[N:36]=[N:35]1)=[O:30], predict the reaction product. The product is: [F:26][C:27]1[CH:46]=[C:45]([C:47]([F:48])([F:50])[F:49])[CH:44]=[CH:43][C:28]=1[C:29]([NH:31][CH2:32][CH2:33][N:34]1[CH:38]=[C:37]([C:39]([OH:41])=[O:40])[N:36]=[N:35]1)=[O:30]. (2) Given the reactants [NH2:1][C:2]1[N:10]=[CH:9][C:8]([Cl:11])=[CH:7][C:3]=1[C:4]([NH2:6])=[O:5].[Br:12][CH2:13][C:14]1[CH:19]=[CH:18][C:17]([Cl:20])=[CH:16][C:15]=1[S:21]([CH3:24])(=[O:23])=[O:22], predict the reaction product. The product is: [BrH:12].[Cl:11][C:8]1[CH:7]=[C:3]([C:4]([NH2:6])=[O:5])[C:2](=[NH:1])[N:10]([CH2:13][C:14]2[CH:19]=[CH:18][C:17]([Cl:20])=[CH:16][C:15]=2[S:21]([CH3:24])(=[O:23])=[O:22])[CH:9]=1. (3) Given the reactants Br[C:2]1[CH:7]=[CH:6][CH:5]=[CH:4][N:3]=1.[C:8]([O:12][C:13](=[O:29])[N:14](C1C=CC(F)=CC=1C)[C:15](=[O:20])[CH2:16][CH2:17][C:18]#[CH:19])([CH3:11])([CH3:10])[CH3:9], predict the reaction product. The product is: [C:8]([O:12][C:13](=[O:29])[NH:14][C:15](=[O:20])[CH2:16][CH2:17][C:18]#[C:19][C:2]1[CH:7]=[CH:6][CH:5]=[CH:4][N:3]=1)([CH3:11])([CH3:9])[CH3:10]. (4) Given the reactants [CH2:1]([C:3]1[CH:8]=[CH:7][C:6]([CH:9]2[CH2:14][N:13]([C:15]([N:17]3[CH2:20][CH:19]([OH:21])[CH2:18]3)=[O:16])[CH2:12][CH:11]([C:22](O)=[O:23])[CH2:10]2)=[CH:5][CH:4]=1)[CH3:2].C(N1C=CN=C1)(N1C=CN=C1)=O.O[NH:38][C:39](=[NH:43])[O:40][CH2:41][CH3:42], predict the reaction product. The product is: [CH2:41]([O:40][C:39]1[N:43]=[C:22]([CH:11]2[CH2:10][CH:9]([C:6]3[CH:5]=[CH:4][C:3]([CH2:1][CH3:2])=[CH:8][CH:7]=3)[CH2:14][N:13]([C:15]([N:17]3[CH2:20][CH:19]([OH:21])[CH2:18]3)=[O:16])[CH2:12]2)[O:23][N:38]=1)[CH3:42]. (5) The product is: [CH:4]1([C:9]2[CH:10]=[C:11]([NH2:12])[O:3][N:2]=2)[CH2:8][CH2:7][CH2:6][CH2:5]1. Given the reactants Cl.[NH2:2][OH:3].[CH:4]1([C:9](=O)[CH2:10][C:11]#[N:12])[CH2:8][CH2:7][CH2:6][CH2:5]1.[OH-].[Na+], predict the reaction product. (6) Given the reactants [CH2:1]([N:8]([CH2:20][C:21]1[CH:30]=[CH:29][C:24]([C:25]([O:27][CH3:28])=[O:26])=[CH:23][CH:22]=1)[CH2:9][C:10]1[CH:19]=[CH:18][C:13]([C:14]([O:16][CH3:17])=[O:15])=[CH:12][CH:11]=1)[C:2]1[CH:7]=[CH:6][CH:5]=[CH:4][CH:3]=1.[ClH:31], predict the reaction product. The product is: [Cl-:31].[CH2:1]([NH+:8]([CH2:9][C:10]1[CH:19]=[CH:18][C:13]([C:14]([O:16][CH3:17])=[O:15])=[CH:12][CH:11]=1)[CH2:20][C:21]1[CH:30]=[CH:29][C:24]([C:25]([O:27][CH3:28])=[O:26])=[CH:23][CH:22]=1)[C:2]1[CH:3]=[CH:4][CH:5]=[CH:6][CH:7]=1. (7) Given the reactants [F:1][C:2]1[C:7]2=[CH:8][CH:9]=[C:10]3[C:19]([N:18]=[C:17]4[C:12]([CH:13]=[CH:14][CH:15]=[C:16]4[C:20]([OH:22])=O)=[N:11]3)=[C:6]2[CH:5]=[CH:4][CH:3]=1.[CH3:23][N:24]([CH3:28])[CH2:25][CH2:26][NH2:27], predict the reaction product. The product is: [CH3:23][N:24]([CH3:28])[CH2:25][CH2:26][NH:27][C:20]([C:16]1[C:17]2[C:12](=[N:11][C:10]3[C:19]([N:18]=2)=[C:6]2[CH:5]=[CH:4][CH:3]=[C:2]([F:1])[C:7]2=[CH:8][CH:9]=3)[CH:13]=[CH:14][CH:15]=1)=[O:22]. (8) The product is: [Cl:21][C:5]1[CH:6]=[C:7]([C:10](=[O:20])[CH2:11][CH2:12][C:13]2[CH:18]=[CH:17][CH:16]=[C:15]([OH:19])[CH:14]=2)[CH:8]=[CH:9][C:4]=1[C:3]([O:2][CH3:1])=[O:22].[Cl:21][C:5]1[CH:6]=[C:7]([CH:10]([OH:20])[CH2:11][CH2:12][C:13]2[CH:18]=[CH:17][CH:16]=[C:15]([OH:19])[CH:14]=2)[CH:8]=[CH:9][C:4]=1[C:3]([O:2][CH3:1])=[O:22]. Given the reactants [CH3:1][O:2][C:3](=[O:22])[C:4]1[CH:9]=[CH:8][C:7]([C:10](=[O:20])/[CH:11]=[CH:12]/[C:13]2[CH:18]=[CH:17][CH:16]=[C:15]([OH:19])[CH:14]=2)=[CH:6][C:5]=1[Cl:21], predict the reaction product. (9) Given the reactants Br[C:2]1[NH:3][CH:4]=[CH:5][N:6]=1.[CH3:7][O:8][C:9]1[CH:10]=[C:11]([CH:33]=[CH:34][CH:35]=1)[CH2:12][O:13][C:14]1[CH:32]=[CH:31][C:17]([C:18]([NH:20][C:21]2[CH:22]=[C:23](B(O)O)[CH:24]=[CH:25][C:26]=2[CH3:27])=[O:19])=[CH:16][CH:15]=1.C([O-])([O-])=O.[K+].[K+], predict the reaction product. The product is: [NH:6]1[CH:5]=[CH:4][N:3]=[C:2]1[C:23]1[CH:24]=[CH:25][C:26]([CH3:27])=[C:21]([NH:20][C:18](=[O:19])[C:17]2[CH:16]=[CH:15][C:14]([O:13][CH2:12][C:11]3[CH:33]=[CH:34][CH:35]=[C:9]([O:8][CH3:7])[CH:10]=3)=[CH:32][CH:31]=2)[CH:22]=1.